From a dataset of Full USPTO retrosynthesis dataset with 1.9M reactions from patents (1976-2016). Predict the reactants needed to synthesize the given product. (1) Given the product [Br:8][C:9]1[S:13][C:12](/[CH:1]=[CH:2]/[C:3]([OH:5])=[O:4])=[CH:11][CH:10]=1, predict the reactants needed to synthesize it. The reactants are: [C:1](O)(=O)[CH2:2][C:3]([OH:5])=[O:4].[Br:8][C:9]1[S:13][C:12](C=O)=[CH:11][CH:10]=1.N1CCCCC1. (2) Given the product [Cl:1][C:2]1[N:3]=[C:4]([N:12]2[CH2:17][CH2:16][O:15][CH2:14][CH2:13]2)[C:5]2[S:10][C:9]([N:18]3[CH2:22][CH2:21][CH2:20][C:19]3=[O:23])=[CH:8][C:6]=2[N:7]=1, predict the reactants needed to synthesize it. The reactants are: [Cl:1][C:2]1[N:3]=[C:4]([N:12]2[CH2:17][CH2:16][O:15][CH2:14][CH2:13]2)[C:5]2[S:10][C:9](I)=[CH:8][C:6]=2[N:7]=1.[NH:18]1[CH2:22][CH2:21][CH2:20][C:19]1=[O:23].[O-]P([O-])([O-])=O.[K+].[K+].[K+].CN(C)CCN. (3) Given the product [Cl:33][C:28]1[CH:27]=[C:26]([CH:13]2[CH:12]([CH2:11][NH:10][C:8](=[O:9])[C:7]([OH:6])([CH3:35])[CH3:34])[O:18][CH2:17][CH2:16][N:15]([C:19]([O:21][C:22]([CH3:25])([CH3:24])[CH3:23])=[O:20])[CH2:14]2)[CH:31]=[CH:30][C:29]=1[Cl:32], predict the reactants needed to synthesize it. The reactants are: [OH-].[Na+].C([O:6][C:7]([CH3:35])([CH3:34])[C:8]([NH:10][CH2:11][CH:12]1[O:18][CH2:17][CH2:16][N:15]([C:19]([O:21][C:22]([CH3:25])([CH3:24])[CH3:23])=[O:20])[CH2:14][CH:13]1[C:26]1[CH:31]=[CH:30][C:29]([Cl:32])=[C:28]([Cl:33])[CH:27]=1)=[O:9])(=O)C.O.